This data is from HIV replication inhibition screening data with 41,000+ compounds from the AIDS Antiviral Screen. The task is: Binary Classification. Given a drug SMILES string, predict its activity (active/inactive) in a high-throughput screening assay against a specified biological target. The drug is CC(=O)N1N=C(c2c(O)ccc3ccccc23)CC1C(=O)c1ccco1. The result is 0 (inactive).